This data is from NCI-60 drug combinations with 297,098 pairs across 59 cell lines. The task is: Regression. Given two drug SMILES strings and cell line genomic features, predict the synergy score measuring deviation from expected non-interaction effect. (1) Drug 1: C(=O)(N)NO. Drug 2: CC1=C(N=C(N=C1N)C(CC(=O)N)NCC(C(=O)N)N)C(=O)NC(C(C2=CN=CN2)OC3C(C(C(C(O3)CO)O)O)OC4C(C(C(C(O4)CO)O)OC(=O)N)O)C(=O)NC(C)C(C(C)C(=O)NC(C(C)O)C(=O)NCCC5=NC(=CS5)C6=NC(=CS6)C(=O)NCCC[S+](C)C)O. Cell line: HOP-92. Synergy scores: CSS=22.0, Synergy_ZIP=-2.42, Synergy_Bliss=1.38, Synergy_Loewe=-14.9, Synergy_HSA=1.40. (2) Drug 1: CC1=C(C(=O)C2=C(C1=O)N3CC4C(C3(C2COC(=O)N)OC)N4)N. Drug 2: CC1C(C(CC(O1)OC2CC(CC3=C2C(=C4C(=C3O)C(=O)C5=C(C4=O)C(=CC=C5)OC)O)(C(=O)CO)O)N)O.Cl. Cell line: TK-10. Synergy scores: CSS=41.5, Synergy_ZIP=0.478, Synergy_Bliss=-0.0310, Synergy_Loewe=-1.22, Synergy_HSA=3.65. (3) Drug 1: CC12CCC3C(C1CCC2O)C(CC4=C3C=CC(=C4)O)CCCCCCCCCS(=O)CCCC(C(F)(F)F)(F)F. Drug 2: CNC(=O)C1=NC=CC(=C1)OC2=CC=C(C=C2)NC(=O)NC3=CC(=C(C=C3)Cl)C(F)(F)F. Cell line: BT-549. Synergy scores: CSS=-1.05, Synergy_ZIP=0.308, Synergy_Bliss=-1.69, Synergy_Loewe=-6.87, Synergy_HSA=-5.01. (4) Drug 1: C1CN1C2=NC(=NC(=N2)N3CC3)N4CC4. Drug 2: CC1=CC2C(CCC3(C2CCC3(C(=O)C)OC(=O)C)C)C4(C1=CC(=O)CC4)C. Cell line: MDA-MB-435. Synergy scores: CSS=6.00, Synergy_ZIP=-2.53, Synergy_Bliss=1.19, Synergy_Loewe=-5.06, Synergy_HSA=-2.01. (5) Drug 1: C1=CC=C(C(=C1)C(C2=CC=C(C=C2)Cl)C(Cl)Cl)Cl. Drug 2: C1CN(P(=O)(OC1)NCCCl)CCCl. Cell line: SNB-75. Synergy scores: CSS=4.15, Synergy_ZIP=-0.490, Synergy_Bliss=-1.87, Synergy_Loewe=-0.0934, Synergy_HSA=-2.05. (6) Drug 1: CNC(=O)C1=CC=CC=C1SC2=CC3=C(C=C2)C(=NN3)C=CC4=CC=CC=N4. Drug 2: CCCS(=O)(=O)NC1=C(C(=C(C=C1)F)C(=O)C2=CNC3=C2C=C(C=N3)C4=CC=C(C=C4)Cl)F. Cell line: LOX IMVI. Synergy scores: CSS=27.6, Synergy_ZIP=5.84, Synergy_Bliss=8.49, Synergy_Loewe=5.37, Synergy_HSA=10.6. (7) Drug 1: C1=NC2=C(N1)C(=S)N=C(N2)N. Drug 2: CC1C(C(CC(O1)OC2CC(CC3=C2C(=C4C(=C3O)C(=O)C5=CC=CC=C5C4=O)O)(C(=O)C)O)N)O. Cell line: SK-MEL-28. Synergy scores: CSS=46.7, Synergy_ZIP=-8.35, Synergy_Bliss=-9.04, Synergy_Loewe=-12.5, Synergy_HSA=-6.37.